This data is from Forward reaction prediction with 1.9M reactions from USPTO patents (1976-2016). The task is: Predict the product of the given reaction. (1) Given the reactants II.[Br:3][C:4]1[CH:5]=[C:6]([C:10]([C:12]2[CH:17]=[CH:16][C:15]([O:18][CH3:19])=[C:14]([Cl:20])[CH:13]=2)=[CH2:11])[CH:7]=[CH:8][CH:9]=1.N.[NH2:22][C:23]([NH2:25])=[O:24], predict the reaction product. The product is: [Br:3][C:4]1[CH:5]=[C:6]([C:10]2([C:12]3[CH:17]=[CH:16][C:15]([O:18][CH3:19])=[C:14]([Cl:20])[CH:13]=3)[CH2:11][O:24][C:23]([NH2:25])=[N:22]2)[CH:7]=[CH:8][CH:9]=1. (2) Given the reactants ClC1N=[C:4](NC2C=C(C=CC=2)C(O)=O)[C:5]2[S:10][CH2:9][CH2:8][C:6]=2N=1.[NH2:21][C:22]([NH2:24])=[O:23].C.[OH-:26].[Na+], predict the reaction product. The product is: [N:21]1[C:6]2[CH:8]=[CH:9][S:10][C:5]=2[C:4]([OH:26])=[N:24][C:22]=1[OH:23]. (3) The product is: [Br:5][C:6]1[N:7]=[C:8]([C:15]([C:17]2[CH:18]=[CH:19][C:20]3[N:25]([CH3:1])[C:24](=[O:26])[O:23][C:22](=[O:27])[C:21]=3[CH:28]=2)=[O:16])[N:9]2[CH:14]=[CH:13][CH:12]=[CH:11][C:10]=12. Given the reactants [CH3:1]I.[H-].[Na+].[Br:5][C:6]1[N:7]=[C:8]([C:15]([C:17]2[CH:18]=[CH:19][C:20]3[NH:25][C:24](=[O:26])[O:23][C:22](=[O:27])[C:21]=3[CH:28]=2)=[O:16])[N:9]2[CH:14]=[CH:13][CH:12]=[CH:11][C:10]=12, predict the reaction product. (4) Given the reactants [N+:1]([C:4]1[CH:5]=[C:6]([CH:9]=[CH:10][CH:11]=1)[CH2:7]Br)([O-:3])=[O:2].[NH:12]1[CH2:16][CH2:15][CH2:14][CH2:13]1, predict the reaction product. The product is: [N+:1]([C:4]1[CH:5]=[C:6]([CH:9]=[CH:10][CH:11]=1)[CH2:7][N:12]1[CH2:16][CH2:15][CH2:14][CH2:13]1)([O-:3])=[O:2]. (5) Given the reactants [C:1]([O:5][C:6]([N:8]1[CH2:12][C@H:11]([F:13])[CH2:10][C@H:9]1[C:14]([OH:16])=O)=[O:7])([CH3:4])([CH3:3])[CH3:2].ClC(N(C)C)=C(C)C.Cl.[Cl:26][C:27]1[CH:32]=[CH:31][CH:30]=[CH:29][C:28]=1[C:33]1[CH:38]=[CH:37][CH:36]=[C:35]([NH2:39])[C:34]=1[F:40].CCN(C(C)C)C(C)C, predict the reaction product. The product is: [Cl:26][C:27]1[CH:32]=[CH:31][CH:30]=[CH:29][C:28]=1[C:33]1[CH:38]=[CH:37][CH:36]=[C:35]([NH:39][C:14]([C@@H:9]2[CH2:10][C@@H:11]([F:13])[CH2:12][N:8]2[C:6]([O:5][C:1]([CH3:2])([CH3:3])[CH3:4])=[O:7])=[O:16])[C:34]=1[F:40]. (6) Given the reactants [CH3:1][C:2]1[CH:3]=[C:4]2[C:8](=[CH:9][CH:10]=1)[NH:7][CH:6]=[CH:5]2.COC1C=C2C(=CC=1)NCC2.C([BH3-])#N.[Na+], predict the reaction product. The product is: [CH3:1][C:2]1[CH:3]=[C:4]2[C:8](=[CH:9][CH:10]=1)[NH:7][CH2:6][CH2:5]2. (7) Given the reactants [NH2:1][CH2:2][C:3]1[CH:24]=[CH:23][C:6]2[NH:7][C:8]([CH2:10][N:11]([CH3:22])[CH:12]3[C:21]4[N:20]=[CH:19][CH:18]=[CH:17][C:16]=4[CH2:15][CH2:14][CH2:13]3)=[N:9][C:5]=2[CH:4]=1.C(OC([N:32]1[CH2:37][CH2:36][CH:35]([CH:38]=O)[CH2:34][CH2:33]1)=O)(C)(C)C.C(O)(=O)C.C(O[BH-](OC(=O)C)OC(=O)C)(=O)C.[Na+], predict the reaction product. The product is: [CH3:22][N:11]([CH2:10][C:8]1[NH:7][C:6]2[CH:23]=[CH:24][C:3]([CH2:2][NH:1][CH2:38][CH:35]3[CH2:36][CH2:37][NH:32][CH2:33][CH2:34]3)=[CH:4][C:5]=2[N:9]=1)[CH:12]1[C:21]2[N:20]=[CH:19][CH:18]=[CH:17][C:16]=2[CH2:15][CH2:14][CH2:13]1. (8) Given the reactants [Cl:1][C:2]1[CH:3]=[C:4]2[CH:10]=[C:9]([C:11]([OH:13])=O)[NH:8][C:5]2=[CH:6][N:7]=1.[CH2:14]([N:21]1[CH2:26][CH2:25][N:24]([CH2:27][CH2:28][NH2:29])[CH2:23][CH2:22]1)[C:15]1[CH:20]=[CH:19][CH:18]=[CH:17][CH:16]=1, predict the reaction product. The product is: [CH2:14]([N:21]1[CH2:22][CH2:23][N:24]([CH2:27][CH2:28][NH:29][C:11]([C:9]2[NH:8][C:5]3=[CH:6][N:7]=[C:2]([Cl:1])[CH:3]=[C:4]3[CH:10]=2)=[O:13])[CH2:25][CH2:26]1)[C:15]1[CH:16]=[CH:17][CH:18]=[CH:19][CH:20]=1. (9) Given the reactants C(N(CC)CC)C.[F:15][C:14]([F:17])([F:16])[C:13](O[C:13](=[O:18])[C:14]([F:17])([F:16])[F:15])=[O:18].[NH2:21][C:22]1[CH:31]=[C:30]([C:32]([NH2:34])=O)[CH:29]=[CH:28][C:23]=1[C:24]([O:26][CH3:27])=[O:25], predict the reaction product. The product is: [C:32]([C:30]1[CH:29]=[CH:28][C:23]([C:24]([O:26][CH3:27])=[O:25])=[C:22]([NH:21][C:13](=[O:18])[C:14]([F:15])([F:16])[F:17])[CH:31]=1)#[N:34]. (10) Given the reactants C(N1C=CN=C1)(N1C=CN=C1)=O.[CH2:13]([O:20][N:21]1[C:27](=[O:28])[N:26]2[CH2:29][C@H:22]1[CH2:23][CH2:24][C@H:25]2[C:30]([OH:32])=O)[C:14]1[CH:19]=[CH:18][CH:17]=[CH:16][CH:15]=1.[CH:33]([NH:35][NH2:36])=[O:34].CCOC(C)=O, predict the reaction product. The product is: [CH2:13]([O:20][N:21]1[C:27](=[O:28])[N:26]2[CH2:29][C@H:22]1[CH2:23][CH2:24][C@H:25]2[C:30]([NH:36][NH:35][CH:33]=[O:34])=[O:32])[C:14]1[CH:15]=[CH:16][CH:17]=[CH:18][CH:19]=1.